Dataset: Catalyst prediction with 721,799 reactions and 888 catalyst types from USPTO. Task: Predict which catalyst facilitates the given reaction. (1) Reactant: C(OC[N:9]1[C:13]2[N:14]=[N:15][CH:16]=[C:17]([C:18]3[CH:19]=[N:20][N:21]([C@@H:23]([C:27]4[CH:32]=[CH:31][CH:30]=[CH:29][CH:28]=4)[CH2:24][C:25]#[N:26])[CH:22]=3)[C:12]=2[CH:11]=[CH:10]1)(=O)C(C)(C)C.[OH-].[Na+]. Product: [N:14]1[C:13]2[NH:9][CH:10]=[CH:11][C:12]=2[C:17]([C:18]2[CH:19]=[N:20][N:21]([C@@H:23]([C:27]3[CH:32]=[CH:31][CH:30]=[CH:29][CH:28]=3)[CH2:24][C:25]#[N:26])[CH:22]=2)=[CH:16][N:15]=1. The catalyst class is: 5. (2) Reactant: Cl[CH2:2][C:3]([C:5]1[CH:10]=[CH:9][N:8]=[C:7]([Cl:11])[CH:6]=1)=O.C(OC([N:19]1[CH2:24][CH:23]2[CH2:25][CH:20]1[CH2:21][N:22]2[C:26](=[S:28])[NH2:27])=O)(C)(C)C. Product: [Cl:11][C:7]1[CH:6]=[C:5]([C:3]2[N:27]=[C:26]([N:22]3[CH2:21][CH:20]4[CH2:25][CH:23]3[CH2:24][NH:19]4)[S:28][CH:2]=2)[CH:10]=[CH:9][N:8]=1. The catalyst class is: 8.